From a dataset of Experimentally validated miRNA-target interactions with 360,000+ pairs, plus equal number of negative samples. Binary Classification. Given a miRNA mature sequence and a target amino acid sequence, predict their likelihood of interaction. (1) The miRNA is hsa-miR-1236-5p with sequence UGAGUGACAGGGGAAAUGGGGA. The protein sequence of the target gene is MSEHVRTRSQSSERGNDQESSQPVGSVIVQEPTEEKRQEEEPPTDNQGIAPSGEIENEGAPAVQGPDMEAFQQELALLKIEDEPGDGPDVREGIMPTFDLTKVLEAGDAQP. Result: 0 (no interaction). (2) The miRNA is mmu-miR-324-3p with sequence CCACUGCCCCAGGUGCUGCU. The protein sequence of the target gene is MPRVVPDQRSKFENEEFFRKLSRECEIKYTGFRDRPHEERQTRFQNACRDGRSEIAFVATGTNLSLQFFPASWQGEQRQTPSREYVDLEREAGKVYLKAPMILNGVCVIWKGWIDLHRLDGMGCLEFDEERAQQEDALAQQAFEEARRRTREFEDRDRSHREEMEARRQQDPSPGSNLGGGDDLKLR. Result: 1 (interaction).